Dataset: Catalyst prediction with 721,799 reactions and 888 catalyst types from USPTO. Task: Predict which catalyst facilitates the given reaction. Reactant: [CH3:1][O:2][C:3](=[O:21])[C:4]([CH3:20])([NH:6][S:7]([C:10]1[CH:11]=[CH:12][CH:13]=[C:14]2[C:19]=1[N:18]=[CH:17][CH:16]=[CH:15]2)(=[O:9])=[O:8])[CH3:5].[CH3:22]I.O. Product: [CH3:1][O:2][C:3](=[O:21])[C:4]([CH3:5])([N:6]([CH3:22])[S:7]([C:10]1[CH:11]=[CH:12][CH:13]=[C:14]2[C:19]=1[N:18]=[CH:17][CH:16]=[CH:15]2)(=[O:9])=[O:8])[CH3:20]. The catalyst class is: 3.